From a dataset of Forward reaction prediction with 1.9M reactions from USPTO patents (1976-2016). Predict the product of the given reaction. Given the reactants [F:1][C:2]1[CH:3]=[C:4]([NH2:18])[CH:5]=[CH:6][C:7]=1[C:8]1[CH:17]=[CH:16][CH:15]=[C:14]2[C:9]=1[CH:10]=[CH:11][N:12]=[CH:13]2.[OH:19][C@@H:20]([CH3:38])[CH2:21][N:22]1[C:26]([CH3:27])=[C:25]([C:28](O)=[O:29])[C:24](=[O:31])[N:23]1[C:32]1[CH:37]=[CH:36][CH:35]=[CH:34][CH:33]=1.CN(C=O)C, predict the reaction product. The product is: [F:1][C:2]1[CH:3]=[C:4]([NH:18][C:28]([C:25]2[C:24](=[O:31])[N:23]([C:32]3[CH:37]=[CH:36][CH:35]=[CH:34][CH:33]=3)[N:22]([CH2:21][C@@H:20]([OH:19])[CH3:38])[C:26]=2[CH3:27])=[O:29])[CH:5]=[CH:6][C:7]=1[C:8]1[CH:17]=[CH:16][CH:15]=[C:14]2[C:9]=1[CH:10]=[CH:11][N:12]=[CH:13]2.